This data is from Full USPTO retrosynthesis dataset with 1.9M reactions from patents (1976-2016). The task is: Predict the reactants needed to synthesize the given product. (1) Given the product [F:9][C:4]1[CH:3]=[C:2]([S:11]([CH3:10])(=[O:13])=[O:12])[CH:7]=[CH:6][C:5]=1[OH:8], predict the reactants needed to synthesize it. The reactants are: Br[C:2]1[CH:7]=[CH:6][C:5]([OH:8])=[C:4]([F:9])[CH:3]=1.[CH3:10][S:11]([O-:13])=[O:12].[Na+].CNCCNC.O. (2) Given the product [F:22][C:16]1[CH:15]=[CH:14][C:13]([C:5]2[CH:6]=[CH:7][CH:8]=[C:3]([O:2][CH3:1])[CH:4]=2)=[CH:18][C:17]=1[N+:19]([O-:21])=[O:20], predict the reactants needed to synthesize it. The reactants are: [CH3:1][O:2][C:3]1[CH:4]=[C:5](B(O)O)[CH:6]=[CH:7][CH:8]=1.Br[C:13]1[CH:14]=[CH:15][C:16]([F:22])=[C:17]([N+:19]([O-:21])=[O:20])[CH:18]=1.C(=O)([O-])[O-].[Na+].[Na+].C1(C)C=CC=CC=1. (3) Given the product [Cl:22][C:14]1[C:15]([F:21])=[CH:16][CH:17]=[C:18]([O:19][CH3:20])[C:13]=1[C@H:11]([C:10]1[C:4]2[C:5](=[N:6][CH:7]=[C:2]([C:40]3[CH:39]=[N:38][N:37]([C@@H:34]4[CH2:35][CH2:36][C@H:31]([OH:30])[CH2:32][CH2:33]4)[C:41]=3[CH3:42])[CH:3]=2)[NH:8][CH:9]=1)[CH3:12], predict the reactants needed to synthesize it. The reactants are: Br[C:2]1[CH:3]=[C:4]2[C:10]([C@@H:11]([C:13]3[C:18]([O:19][CH3:20])=[CH:17][CH:16]=[C:15]([F:21])[C:14]=3[Cl:22])[CH3:12])=[CH:9][NH:8][C:5]2=[N:6][CH:7]=1.[Si]([O:30][C@@H:31]1[CH2:36][CH2:35][C@H:34]([N:37]2[C:41]([CH3:42])=[C:40](B3OC(C)(C)C(C)(C)O3)[CH:39]=[N:38]2)[CH2:33][CH2:32]1)(C(C)(C)C)(C)C.C([O-])([O-])=O.[K+].[K+].O.Cl. (4) Given the product [C:17]([C:2]1[CH:3]=[C:4]2[C:8](=[CH:9][CH:10]=1)[NH:7][CH:6]=[C:5]2[CH2:11][C:12]([O:14][CH3:15])=[O:13])#[N:18], predict the reactants needed to synthesize it. The reactants are: Br[C:2]1[CH:3]=[C:4]2[C:8](=[CH:9][CH:10]=1)[NH:7][CH:6]=[C:5]2[CH2:11][C:12]([O:14][CH3:15])=[O:13].[Cu][C:17]#[N:18].CCOC(C)=O. (5) The reactants are: [S:1]1[CH:5]=[CH:4][CH:3]=[C:2]1[S:6]([N:9]1[CH2:14][CH2:13][NH:12][C:11](=[O:15])[CH2:10]1)(=[O:8])=[O:7].C(N(CC)CC)C.[CH3:23][C:24]([O:27][C:28](O[C:28]([O:27][C:24]([CH3:26])([CH3:25])[CH3:23])=[O:29])=[O:29])([CH3:26])[CH3:25]. Given the product [O:15]=[C:11]1[CH2:10][N:9]([S:6]([C:2]2[S:1][CH:5]=[CH:4][CH:3]=2)(=[O:7])=[O:8])[CH2:14][CH2:13][N:12]1[C:28]([O:27][C:24]([CH3:26])([CH3:25])[CH3:23])=[O:29], predict the reactants needed to synthesize it. (6) The reactants are: CO[N:3]=[C:4]([C:6]1[CH:11]=[CH:10][CH:9]=[CH:8][C:7]=1[N:12]1[CH2:17][CH2:16][O:15][CH2:14][CH2:13]1)[CH3:5]. Given the product [N:12]1([C:7]2[CH:8]=[CH:9][CH:10]=[CH:11][C:6]=2[CH:4]([NH2:3])[CH3:5])[CH2:17][CH2:16][O:15][CH2:14][CH2:13]1, predict the reactants needed to synthesize it.